This data is from Forward reaction prediction with 1.9M reactions from USPTO patents (1976-2016). The task is: Predict the product of the given reaction. (1) Given the reactants [Br:1][C:2]1[C:11]([CH2:12][OH:13])=[C:10]2[C:5]([NH:6][C:7]([CH3:16])([CH3:15])[C:8](=[O:14])[NH:9]2)=[CH:4][CH:3]=1.CI.[C:19](=O)([O-])[O-].[Cs+].[Cs+].C(OCC)(=O)C, predict the reaction product. The product is: [Br:1][C:2]1[C:11]([CH2:12][OH:13])=[C:10]2[C:5]([NH:6][C:7]([CH3:16])([CH3:15])[C:8](=[O:14])[N:9]2[CH3:19])=[CH:4][CH:3]=1. (2) The product is: [C:11]([OH:25])(=[O:10])[CH3:12].[Cl:1][C:2]1[CH:3]=[C:4]([CH:7]=[CH:8][C:9]=1[O:10][CH2:11][CH:12]([CH2:15][CH3:16])[CH2:13][CH3:14])[CH:5]=[N:21][NH:20][C:17]([NH2:19])=[NH:18]. Given the reactants [Cl:1][C:2]1[CH:3]=[C:4]([CH:7]=[CH:8][C:9]=1[O:10][CH2:11][CH:12]([CH2:15][CH3:16])[CH2:13][CH3:14])[CH:5]=O.[C:17]([NH:20][NH2:21])([NH2:19])=[NH:18].Cl.CC[OH:25], predict the reaction product. (3) Given the reactants C1([C@H](C2C=CC=C([O:15][CH2:16][C:17]3[CH:22]=[CH:21][C:20](C4C=C(OC)C=CC=4F)=[C:19]([C@@H:32]4[CH2:36][CH2:35][CH2:34][C:33]4([CH3:38])[CH3:37])[CH:18]=3)C=2)CC(O)=O)CC1.[C:39](=O)([O-])[O-:40].[K+].[K+].[F:45][CH:46]([F:63])[C:47]1[CH:48]=[CH:49][C:50]([F:62])=[C:51](B2OC(C)(C)C(C)(C)O2)[CH:52]=1, predict the reaction product. The product is: [F:63][CH:46]([F:45])[C:47]1[CH:48]=[CH:49][C:50]([F:62])=[C:51]([C:20]2[CH:21]=[CH:22][C:17]([C:16]([O:40][CH3:39])=[O:15])=[CH:18][C:19]=2[C:32]2[C:33]([CH3:38])([CH3:37])[CH2:34][CH2:35][CH:36]=2)[CH:52]=1. (4) Given the reactants [CH2:1]([O:3][C:4]([C:6]1[C:18]([CH2:19][CH2:20][C:21]2[CH:26]=[CH:25][C:24]([F:27])=[CH:23][CH:22]=2)=[N:17][C:9]2[C@H:10]3[N:14]([C:15](=[O:16])[C:8]=2[C:7]=1[C:28]1[O:32][CH:31]=[C:30]([C:33]([OH:35])=O)[CH:29]=1)[CH2:13][CH2:12][CH2:11]3)=[O:5])[CH3:2].[NH2:36][CH:37]1[C:45]2[C:40](=[CH:41][CH:42]=[CH:43][CH:44]=2)[CH2:39][CH2:38]1.CCN=C=NCCCN(C)C.C1C=CC2N(O)N=NC=2C=1.Cl, predict the reaction product. The product is: [CH:37]1([NH:36][C:33]([C:30]2[CH:29]=[C:28]([C:7]3[C:8]4[C:15](=[O:16])[N:14]5[C@H:10]([C:9]=4[N:17]=[C:18]([CH2:19][CH2:20][C:21]4[CH:26]=[CH:25][C:24]([F:27])=[CH:23][CH:22]=4)[C:6]=3[C:4]([O:3][CH2:1][CH3:2])=[O:5])[CH2:11][CH2:12][CH2:13]5)[O:32][CH:31]=2)=[O:35])[C:45]2[C:40](=[CH:41][CH:42]=[CH:43][CH:44]=2)[CH2:39][CH2:38]1. (5) Given the reactants Cl([O-])=O.[Na+].P([O-])(O)(O)=[O:6].[Na+].[Cl:11][C:12]1[N:17]=[C:16]([CH:18]=[O:19])[C:15]2[C:20]([O:42][CH3:43])=[N:21][N:22]([C:23]([C:36]3[CH:41]=[CH:40][CH:39]=[CH:38][CH:37]=3)([C:30]3[CH:35]=[CH:34][CH:33]=[CH:32][CH:31]=3)[C:24]3[CH:29]=[CH:28][CH:27]=[CH:26][CH:25]=3)[C:14]=2[CH:13]=1.CC(=CC)C, predict the reaction product. The product is: [Cl:11][C:12]1[N:17]=[C:16]([C:18]([OH:6])=[O:19])[C:15]2[C:20]([O:42][CH3:43])=[N:21][N:22]([C:23]([C:24]3[CH:29]=[CH:28][CH:27]=[CH:26][CH:25]=3)([C:30]3[CH:31]=[CH:32][CH:33]=[CH:34][CH:35]=3)[C:36]3[CH:37]=[CH:38][CH:39]=[CH:40][CH:41]=3)[C:14]=2[CH:13]=1.